This data is from Catalyst prediction with 721,799 reactions and 888 catalyst types from USPTO. The task is: Predict which catalyst facilitates the given reaction. (1) Reactant: [N:1]([C@:4]1([CH2:19][OH:20])[O:8][C@@H:7]([N:9]2[CH:14]=[CH:13][C:12](=[O:15])[NH:11][C:10]2=[O:16])[C@H:6]([OH:17])[C@@H:5]1[F:18])=[N+:2]=[N-:3].C([Mg]Cl)(C)(C)C.Cl[C:28]1[CH:44]=[CH:43][CH:42]=[CH:41][C:29]=1[O:30][P:31](=[N:33][C@@H:34]([CH3:40])[C:35]([O:37][CH2:38][CH3:39])=[O:36])=[O:32].CO. Product: [CH2:38]([O:37][C:35](=[O:36])[C@@H:34]([N:33]=[P:31]([O:30][C:29]1[CH:41]=[CH:42][CH:43]=[CH:44][C:28]=1[O:20][CH2:19][C@:4]1([N:1]=[N+:2]=[N-:3])[C@@H:5]([F:18])[C@@H:6]([OH:17])[C@H:7]([N:9]2[CH:14]=[CH:13][C:12](=[O:15])[NH:11][C:10]2=[O:16])[O:8]1)=[O:32])[CH3:40])[CH3:39]. The catalyst class is: 1. (2) Product: [CH:1]1[C:10]2[C:5](=[CH:6][CH:7]=[CH:8][CH:9]=2)[CH:4]=[CH:3][C:2]=1[C:11]([Cl:24])=[O:13]. The catalyst class is: 795. Reactant: [CH:1]1[C:10]2[C:5](=[CH:6][CH:7]=[CH:8][CH:9]=2)[CH:4]=[CH:3][C:2]=1[C:11]([OH:13])=O.C1(C)C=CC=C(C)C=1.S(Cl)([Cl:24])=O. (3) Product: [Cl:1][C:2]1[N:3]=[CH:4][N:5]=[C:6]([NH2:15])[C:7]=1[C:8]1[N:12]=[C:11]([CH3:13])[O:10][N:9]=1. The catalyst class is: 1. Reactant: [Cl:1][C:2]1[C:7]([C:8]2[N:12]=[C:11]([CH3:13])[O:10][N:9]=2)=[C:6](Cl)[N:5]=[CH:4][N:3]=1.[NH3:15].CCOC(C)=O. (4) Product: [Cl:1][C:2]1[CH:3]=[CH:4][C:5]([C:8]2[CH:16]=[CH:15][CH:14]=[C:13]3[C:9]=2[C:10](=[CH:33][C:28]2[NH:29][C:30]([CH3:32])=[CH:31][C:27]=2[C:25]([N:22]2[CH2:23][CH2:24][C@@H:20]([N:19]([CH3:18])[CH3:35])[CH2:21]2)=[O:26])[C:11](=[O:17])[NH:12]3)=[CH:6][CH:7]=1. The catalyst class is: 360. Reactant: [Cl:1][C:2]1[CH:7]=[CH:6][C:5]([C:8]2[CH:16]=[CH:15][CH:14]=[C:13]3[C:9]=2[CH2:10][C:11](=[O:17])[NH:12]3)=[CH:4][CH:3]=1.[CH3:18][N:19]([CH3:35])[C@@H:20]1[CH2:24][CH2:23][N:22]([C:25]([C:27]2[CH:31]=[C:30]([CH3:32])[NH:29][C:28]=2[CH:33]=O)=[O:26])[CH2:21]1. (5) Reactant: C([Si](C)(C)[O:6][CH2:7][C:8]([N:11]1[C:19]2[C:18]([F:20])=[CH:17][N:16]=[CH:15][C:14]=2[C:13]([C:21]([C:23]2[CH:24]=[C:25]([NH:29][C:30](=[O:39])[CH2:31][C:32]3[CH:37]=[CH:36][C:35]([Cl:38])=[CH:34][CH:33]=3)[CH:26]=[N:27][CH:28]=2)=[O:22])=[CH:12]1)([CH3:10])[CH3:9])(C)(C)C. Product: [Cl:38][C:35]1[CH:36]=[CH:37][C:32]([CH2:31][C:30]([NH:29][C:25]2[CH:26]=[N:27][CH:28]=[C:23]([C:21]([C:13]3[C:14]4[CH:15]=[N:16][CH:17]=[C:18]([F:20])[C:19]=4[N:11]([C:8]([CH3:10])([CH3:9])[CH2:7][OH:6])[CH:12]=3)=[O:22])[CH:24]=2)=[O:39])=[CH:33][CH:34]=1. The catalyst class is: 1. (6) Reactant: Br[C:2]1[CH:7]=[CH:6][C:5]([C:8]2[N:13]=[CH:12][C:11]([O:14][CH2:15][CH:16]3[CH2:21][CH2:20][N:19]([C:22]([O:24][C:25]([CH3:28])([CH3:27])[CH3:26])=[O:23])[CH2:18][CH2:17]3)=[CH:10][N:9]=2)=[CH:4][CH:3]=1.[Na+].[CH3:30][S:31]([O-:33])=[O:32].N1CCC[C@H]1C(O)=O.[OH-].[Na+]. Product: [CH3:30][S:31]([C:2]1[CH:7]=[CH:6][C:5]([C:8]2[N:13]=[CH:12][C:11]([O:14][CH2:15][CH:16]3[CH2:21][CH2:20][N:19]([C:22]([O:24][C:25]([CH3:28])([CH3:27])[CH3:26])=[O:23])[CH2:18][CH2:17]3)=[CH:10][N:9]=2)=[CH:4][CH:3]=1)(=[O:33])=[O:32]. The catalyst class is: 16. (7) Reactant: [NH2:1][C:2]1[CH:7]=[CH:6][CH:5]=[CH:4][C:3]=1[C:8]1[NH:9][C:10]2[C:15]([CH:16]=1)=[CH:14][CH:13]=[CH:12][CH:11]=2.N1C2C(=CC=CC=2)C=C1.[C:26]1(=[O:36])[O:31][C:29](=[O:30])[C:28]2=[CH:32][CH:33]=[CH:34][CH:35]=[C:27]12. Product: [NH:9]1[C:10]2[C:15](=[CH:14][CH:13]=[CH:12][CH:11]=2)[CH:16]=[C:8]1[C:3]1[CH:4]=[CH:5][CH:6]=[CH:7][C:2]=1[NH:1][C:26](=[O:36])[C:27]1[C:28](=[CH:32][CH:33]=[CH:34][CH:35]=1)[C:29]([OH:31])=[O:30]. The catalyst class is: 154.